This data is from Full USPTO retrosynthesis dataset with 1.9M reactions from patents (1976-2016). The task is: Predict the reactants needed to synthesize the given product. (1) Given the product [Br:1][C:2]1[C:7]([CH3:8])=[N:6][CH:5]=[C:4]([O:9][CH2:11][CH2:12][O:13][CH3:14])[CH:3]=1, predict the reactants needed to synthesize it. The reactants are: [Br:1][C:2]1[CH:3]=[C:4]([OH:9])[CH:5]=[N:6][C:7]=1[CH3:8].Br[CH2:11][CH2:12][O:13][CH3:14]. (2) Given the product [CH2:26]([O:25][C:20]1[CH:21]=[CH:22][CH:23]=[CH:24][C:19]=1[CH2:18][C:6]1[C:7](=[O:9])[NH:35][NH:36][C:1]=1[CH:2]([CH3:4])[CH3:3])[C:27]1[CH:32]=[CH:31][CH:30]=[CH:29][CH:28]=1, predict the reactants needed to synthesize it. The reactants are: [C:1]([CH2:6][C:7]([O:9]C)=O)(=O)[CH:2]([CH3:4])[CH3:3].[H-].[Na+].S(O[CH2:18][C:19]1[CH:24]=[CH:23][CH:22]=[CH:21][C:20]=1[O:25][CH2:26][C:27]1[CH:32]=[CH:31][CH:30]=[CH:29][CH:28]=1)(=O)(=O)C.Cl.O.[NH2:35][NH2:36].